From a dataset of Full USPTO retrosynthesis dataset with 1.9M reactions from patents (1976-2016). Predict the reactants needed to synthesize the given product. (1) The reactants are: Cl[C:2]1[CH:3]=[C:4]([N:8]2[CH2:13][CH2:12][N:11]([C:14]([C:16]3[N:17]([C:22]4[CH:27]=[CH:26][CH:25]=[CH:24][CH:23]=4)[N:18]=[C:19]([CH3:21])[CH:20]=3)=[O:15])[CH2:10][CH2:9]2)[CH:5]=[CH:6][CH:7]=1.[O:28]1C2C=CC(N3CCNCC3)=CC=2[O:30][CH2:29]1. Given the product [O:28]1[C:7]2[CH:6]=[CH:5][C:4]([N:8]3[CH2:13][CH2:12][N:11]([C:14]([C:16]4[N:17]([C:22]5[CH:27]=[CH:26][CH:25]=[CH:24][CH:23]=5)[N:18]=[C:19]([CH3:21])[CH:20]=4)=[O:15])[CH2:10][CH2:9]3)=[CH:3][C:2]=2[O:30][CH2:29]1, predict the reactants needed to synthesize it. (2) Given the product [C:4]([O-:13])(=[O:12])[C:5]1[C:6](=[CH:8][CH:9]=[CH:10][CH:11]=1)[OH:7].[Mg+2:2].[C:4]([O-:13])(=[O:12])[C:5]1[C:6](=[CH:8][CH:9]=[CH:10][CH:11]=1)[OH:7], predict the reactants needed to synthesize it. The reactants are: [OH-].[Mg+2:2].[OH-].[C:4]([O-:13])(=[O:12])[C:5]1[C:6](=[CH:8][CH:9]=[CH:10][CH:11]=1)[OH:7].[Na+]. (3) Given the product [F:29][CH:13]([F:12])[C:14]1[N:3]2[N:4]=[CH:5][C:6]([C:7]([OH:9])=[O:8])=[C:2]2[N:1]=[C:16]([C:18]2[CH:23]=[CH:22][C:21]([C:24]([F:25])([F:26])[F:27])=[CH:20][CH:19]=2)[CH:15]=1, predict the reactants needed to synthesize it. The reactants are: [NH2:1][C:2]1[C:6]([C:7]([O:9]CC)=[O:8])=[CH:5][NH:4][N:3]=1.[F:12][CH:13]([F:29])[C:14](=O)[CH2:15][C:16]([C:18]1[CH:23]=[CH:22][C:21]([C:24]([F:27])([F:26])[F:25])=[CH:20][CH:19]=1)=O.CO.S(=O)(=O)(O)O. (4) Given the product [CH2:1]([N:8]1[CH2:18][CH2:17][C:11]2[N:12]=[CH:13][N:14]=[C:15]([NH:27][C:24]3[CH:25]=[N:26][C:21]([C:20]([F:29])([F:19])[F:28])=[CH:22][CH:23]=3)[C:10]=2[CH2:9]1)[C:2]1[CH:7]=[CH:6][CH:5]=[CH:4][CH:3]=1, predict the reactants needed to synthesize it. The reactants are: [CH2:1]([N:8]1[CH2:18][CH2:17][C:11]2[N:12]=[CH:13][N:14]=[C:15](Cl)[C:10]=2[CH2:9]1)[C:2]1[CH:7]=[CH:6][CH:5]=[CH:4][CH:3]=1.[F:19][C:20]([F:29])([F:28])[C:21]1[N:26]=[CH:25][C:24]([NH2:27])=[CH:23][CH:22]=1.I.O. (5) Given the product [CH3:1][O:2][CH2:3][O:4][C:5]1[CH:10]=[CH:9][C:8]([CH:11]2[N:25]([C:22]3[CH:21]=[N:20][C:19]([O:18][CH3:17])=[CH:24][CH:23]=3)[N:26]=[C:13]([NH2:14])[CH2:12]2)=[CH:7][CH:6]=1, predict the reactants needed to synthesize it. The reactants are: [CH3:1][O:2][CH2:3][O:4][C:5]1[CH:10]=[CH:9][C:8]([CH:11]=[CH:12][C:13]#[N:14])=[CH:7][CH:6]=1.Cl.Cl.[CH3:17][O:18][C:19]1[CH:24]=[CH:23][C:22]([NH:25][NH2:26])=[CH:21][N:20]=1. (6) Given the product [C:1]([C:19]1[C:15]([CH3:14])=[C:16]([C:21]([OH:23])=[O:22])[NH:17][C:18]=1[CH3:20])(=[O:8])[C:2]1[CH:7]=[CH:6][CH:5]=[CH:4][CH:3]=1, predict the reactants needed to synthesize it. The reactants are: [C:1](Cl)(=[O:8])[C:2]1[CH:7]=[CH:6][CH:5]=[CH:4][CH:3]=1.[Cl-].[Al+3].[Cl-].[Cl-].[CH3:14][C:15]1[CH:19]=[C:18]([CH3:20])[NH:17][C:16]=1[C:21]([O:23]CC)=[O:22]. (7) Given the product [C:31]([O:35][C:36](=[O:48])[CH2:37][O:38][C:39]1[CH:44]=[CH:43][C:42]([Cl:45])=[CH:41][C:40]=1[C:46]#[C:47][C:59]1[CH:58]=[C:57]([S:54]([NH:53][C:49]([CH3:51])([CH3:50])[CH3:52])(=[O:55])=[O:56])[CH:62]=[CH:61][C:60]=1[CH3:63])([CH3:34])([CH3:33])[CH3:32], predict the reactants needed to synthesize it. The reactants are: C(OC(=O)COC1C=CC(Cl)=CC=1C#CC1C=CC=C(S(CCC)(=O)=O)C=1)(C)(C)C.[C:31]([O:35][C:36](=[O:48])[CH2:37][O:38][C:39]1[CH:44]=[CH:43][C:42]([Cl:45])=[CH:41][C:40]=1[C:46]#[CH:47])([CH3:34])([CH3:33])[CH3:32].[C:49]([NH:53][S:54]([C:57]1[CH:62]=[CH:61][C:60]([CH3:63])=[C:59](Br)[CH:58]=1)(=[O:56])=[O:55])([CH3:52])([CH3:51])[CH3:50]. (8) Given the product [Cl:1][C:2]1[CH:22]=[C:21]([Cl:23])[CH:20]=[CH:19][C:3]=1[CH2:4][NH:5][C:6]([C:8]1[S:12][C:11]([CH2:13][O:14][C:29]2[C:34]([CH3:35])=[CH:33][CH:32]=[CH:31][C:30]=2[CH2:36][C:37]([OH:39])=[O:38])=[N:10][C:9]=1[O:15][CH:16]([CH3:18])[CH3:17])=[O:7], predict the reactants needed to synthesize it. The reactants are: [Cl:1][C:2]1[CH:22]=[C:21]([Cl:23])[CH:20]=[CH:19][C:3]=1[CH2:4][NH:5][C:6]([C:8]1[S:12][C:11]([CH2:13][OH:14])=[N:10][C:9]=1[O:15][CH:16]([CH3:18])[CH3:17])=[O:7].S(Cl)(Cl)=O.O[C:29]1[C:34]([CH3:35])=[CH:33][CH:32]=[CH:31][C:30]=1[CH2:36][C:37]([O:39]C)=[O:38].[H-].[Na+].Cl.